Dataset: Peptide-MHC class II binding affinity with 134,281 pairs from IEDB. Task: Regression. Given a peptide amino acid sequence and an MHC pseudo amino acid sequence, predict their binding affinity value. This is MHC class II binding data. (1) The peptide sequence is SADFPQFKPEEITGI. The MHC is HLA-DQA10102-DQB10502 with pseudo-sequence HLA-DQA10102-DQB10502. The binding affinity (normalized) is 0.0429. (2) The peptide sequence is HRDNIEDDLLNRNNT. The MHC is DRB1_0401 with pseudo-sequence DRB1_0401. The binding affinity (normalized) is 0.200. (3) The peptide sequence is MMIHTLEALDYKECE. The MHC is DRB3_0301 with pseudo-sequence DRB3_0301. The binding affinity (normalized) is 0.459. (4) The peptide sequence is KLLPVPPTVTIFKIS. The MHC is HLA-DQA10501-DQB10301 with pseudo-sequence HLA-DQA10501-DQB10301. The binding affinity (normalized) is 0.213. (5) The peptide sequence is GWIISNIFGAIPVLA. The MHC is DRB1_0701 with pseudo-sequence DRB1_0701. The binding affinity (normalized) is 0.669. (6) The peptide sequence is LASFTPVIQDQDLEM. The MHC is DRB4_0101 with pseudo-sequence DRB4_0103. The binding affinity (normalized) is 0.343.